Dataset: Full USPTO retrosynthesis dataset with 1.9M reactions from patents (1976-2016). Task: Predict the reactants needed to synthesize the given product. (1) The reactants are: [F:1][C:2]1[CH:3]=[C:4]2[C:23](=[O:24])[NH:22][CH2:21][CH2:20][C:6]3=[C:7]([C:11]4[CH:16]=[CH:15][C:14]([CH2:17][NH:18][CH3:19])=[CH:13][CH:12]=4)[NH:8][C:9]([CH:10]=1)=[C:5]23.[ClH:25]. Given the product [ClH:25].[F:1][C:2]1[CH:3]=[C:4]2[C:23](=[O:24])[NH:22][CH2:21][CH2:20][C:6]3=[C:7]([C:11]4[CH:12]=[CH:13][C:14]([CH2:17][NH:18][CH3:19])=[CH:15][CH:16]=4)[NH:8][C:9]([CH:10]=1)=[C:5]23, predict the reactants needed to synthesize it. (2) Given the product [CH2:3]1[C:4]2([CH2:5][CH2:6][N:7]([C:10]([O:12][CH2:13][C:14]3[CH:19]=[CH:18][CH:17]=[CH:16][CH:15]=3)=[O:11])[CH2:8][CH2:9]2)[CH2:1][NH:2]1, predict the reactants needed to synthesize it. The reactants are: [CH2:1]1[C:4]2([CH2:9][CH2:8][N:7]([C:10]([O:12][CH2:13][C:14]3[CH:19]=[CH:18][CH:17]=[CH:16][CH:15]=3)=[O:11])[CH2:6][CH2:5]2)[CH2:3][N:2]1C(OC(C)(C)C)=O.